Dataset: NCI-60 drug combinations with 297,098 pairs across 59 cell lines. Task: Regression. Given two drug SMILES strings and cell line genomic features, predict the synergy score measuring deviation from expected non-interaction effect. (1) Drug 1: CC1C(C(CC(O1)OC2CC(OC(C2O)C)OC3=CC4=CC5=C(C(=O)C(C(C5)C(C(=O)C(C(C)O)O)OC)OC6CC(C(C(O6)C)O)OC7CC(C(C(O7)C)O)OC8CC(C(C(O8)C)O)(C)O)C(=C4C(=C3C)O)O)O)O. Drug 2: CCN(CC)CCCC(C)NC1=C2C=C(C=CC2=NC3=C1C=CC(=C3)Cl)OC. Cell line: SF-539. Synergy scores: CSS=60.3, Synergy_ZIP=-3.07, Synergy_Bliss=-2.92, Synergy_Loewe=-16.6, Synergy_HSA=-0.733. (2) Drug 1: CN1C(=O)N2C=NC(=C2N=N1)C(=O)N. Drug 2: CCN(CC)CCCC(C)NC1=C2C=C(C=CC2=NC3=C1C=CC(=C3)Cl)OC. Cell line: OVCAR-4. Synergy scores: CSS=10.6, Synergy_ZIP=0.693, Synergy_Bliss=4.53, Synergy_Loewe=-3.89, Synergy_HSA=2.20. (3) Drug 1: C1=CC(=CC=C1C#N)C(C2=CC=C(C=C2)C#N)N3C=NC=N3. Drug 2: CN(CCCl)CCCl.Cl. Cell line: A498. Synergy scores: CSS=15.0, Synergy_ZIP=-4.64, Synergy_Bliss=-0.918, Synergy_Loewe=0.00387, Synergy_HSA=0.524. (4) Drug 1: CC1=C(C(=CC=C1)Cl)NC(=O)C2=CN=C(S2)NC3=CC(=NC(=N3)C)N4CCN(CC4)CCO. Drug 2: C1CN(P(=O)(OC1)NCCCl)CCCl. Cell line: MCF7. Synergy scores: CSS=2.30, Synergy_ZIP=0.396, Synergy_Bliss=-0.102, Synergy_Loewe=1.58, Synergy_HSA=0.196. (5) Drug 1: C1=NC2=C(N=C(N=C2N1C3C(C(C(O3)CO)O)F)Cl)N. Cell line: OVCAR-5. Synergy scores: CSS=6.33, Synergy_ZIP=-2.99, Synergy_Bliss=-3.11, Synergy_Loewe=-3.94, Synergy_HSA=-2.99. Drug 2: CC(C)CN1C=NC2=C1C3=CC=CC=C3N=C2N. (6) Drug 1: C1=CC(=C2C(=C1NCCNCCO)C(=O)C3=C(C=CC(=C3C2=O)O)O)NCCNCCO. Drug 2: C1C(C(OC1N2C=C(C(=O)NC2=O)F)CO)O. Cell line: M14. Synergy scores: CSS=31.9, Synergy_ZIP=-8.91, Synergy_Bliss=-4.25, Synergy_Loewe=-11.1, Synergy_HSA=-1.05. (7) Drug 1: CC1=C(C(CCC1)(C)C)C=CC(=CC=CC(=CC(=O)O)C)C. Drug 2: CN(CCCl)CCCl.Cl. Cell line: NCI-H522. Synergy scores: CSS=26.7, Synergy_ZIP=-1.20, Synergy_Bliss=0.332, Synergy_Loewe=-0.287, Synergy_HSA=3.20. (8) Drug 1: C(CCl)NC(=O)N(CCCl)N=O. Drug 2: CC1CCCC2(C(O2)CC(NC(=O)CC(C(C(=O)C(C1O)C)(C)C)O)C(=CC3=CSC(=N3)C)C)C. Cell line: RPMI-8226. Synergy scores: CSS=69.4, Synergy_ZIP=0.955, Synergy_Bliss=-0.0635, Synergy_Loewe=-0.915, Synergy_HSA=2.47. (9) Drug 1: C1=CC(=CC=C1CCC2=CNC3=C2C(=O)NC(=N3)N)C(=O)NC(CCC(=O)O)C(=O)O. Drug 2: CCC1(C2=C(COC1=O)C(=O)N3CC4=CC5=C(C=CC(=C5CN(C)C)O)N=C4C3=C2)O.Cl. Cell line: U251. Synergy scores: CSS=53.6, Synergy_ZIP=-1.55, Synergy_Bliss=-1.85, Synergy_Loewe=0.604, Synergy_HSA=3.01.